Predict the reaction yield, written as a fraction of the theoretical maximum amount of product (1.0 means a 100% yield; for example, 0.34 means a 34% yield). From a dataset of Reaction yield outcomes from USPTO patents with 853,638 reactions. The reactants are C([O:3][C:4](=O)[CH2:5][C:6](=O)[C:7]1[CH:12]=[CH:11][CH:10]=[CH:9][N:8]=1)C.[CH3:15][NH:16][NH2:17]. The catalyst is CCO. The product is [CH3:15][N:16]1[C:4]([OH:3])=[CH:5][C:6]([C:7]2[CH:12]=[CH:11][CH:10]=[CH:9][N:8]=2)=[N:17]1. The yield is 0.790.